This data is from NCI-60 drug combinations with 297,098 pairs across 59 cell lines. The task is: Regression. Given two drug SMILES strings and cell line genomic features, predict the synergy score measuring deviation from expected non-interaction effect. Drug 1: COC1=C(C=C2C(=C1)N=CN=C2NC3=CC(=C(C=C3)F)Cl)OCCCN4CCOCC4. Synergy scores: CSS=44.4, Synergy_ZIP=6.67, Synergy_Bliss=7.31, Synergy_Loewe=10.5, Synergy_HSA=11.9. Drug 2: CCN(CC)CCCC(C)NC1=C2C=C(C=CC2=NC3=C1C=CC(=C3)Cl)OC. Cell line: A498.